Dataset: CYP2C19 inhibition data for predicting drug metabolism from PubChem BioAssay. Task: Regression/Classification. Given a drug SMILES string, predict its absorption, distribution, metabolism, or excretion properties. Task type varies by dataset: regression for continuous measurements (e.g., permeability, clearance, half-life) or binary classification for categorical outcomes (e.g., BBB penetration, CYP inhibition). Dataset: cyp2c19_veith. (1) The compound is COc1ccc(C2C(C(=O)N3CCOCC3)CCC(=O)N2c2ccc(OC)cc2)cc1. The result is 0 (non-inhibitor). (2) The drug is C(=NC12CN3CN(CN(C3)C1)C2)c1cccnc1. The result is 0 (non-inhibitor). (3) The molecule is COc1ncc2ncc(=O)n(CCc3ccccc3)c2n1. The result is 1 (inhibitor). (4) The drug is Cc1onc(-c2ccccc2Cl)c1C(=O)NCc1cccs1. The result is 1 (inhibitor). (5) The drug is CC(C)(C)N1C(=O)[C@@H]2[C@@H](CC[C@@H]3C(=O)C[C@@H](O)[C@@H](O)[C@H]32)C1=O. The result is 0 (non-inhibitor). (6) The compound is CN(Cc1ccco1)c1ncnc2ccc(-c3cccc(NS(C)(=O)=O)c3)cc12. The result is 1 (inhibitor). (7) The drug is CC1=CC(=O)C=CC1(C)C(Cl)(Cl)Cl. The result is 1 (inhibitor).